Dataset: Reaction yield outcomes from USPTO patents with 853,638 reactions. Task: Predict the reaction yield, written as a fraction of the theoretical maximum amount of product (1.0 means a 100% yield; for example, 0.34 means a 34% yield). The reactants are [CH3:1][O:2][CH2:3][CH2:4][O:5][CH2:6][CH2:7][O:8][CH2:9][CH2:10][OH:11].[OH-].[Na+].[C:14]1([CH3:24])[CH:19]=[CH:18][C:17]([S:20](Cl)(=[O:22])=[O:21])=[CH:16][CH:15]=1. The yield is 0.820. The product is [S:20]([C:17]1[CH:18]=[CH:19][C:14]([CH3:24])=[CH:15][CH:16]=1)([O:11][CH2:10][CH2:9][O:8][CH2:7][CH2:6][O:5][CH2:4][CH2:3][O:2][CH3:1])(=[O:22])=[O:21]. The catalyst is C1COCC1.O.